From a dataset of Catalyst prediction with 721,799 reactions and 888 catalyst types from USPTO. Predict which catalyst facilitates the given reaction. Reactant: [H-].[Na+].[CH3:3][N:4]1[CH:8]=[C:7]([NH:9][C:10](=O)[CH3:11])[C:6]([CH3:13])=[N:5]1.ClC1C=[C:19]([I:21])[C:18]([C:22]([F:25])([F:24])[F:23])=[CH:17][N:16]=1.O.[OH-].[Li+]. Product: [CH3:3][N:4]1[CH:8]=[C:7]([NH:9][C:10]2[CH:11]=[C:19]([I:21])[C:18]([C:22]([F:25])([F:24])[F:23])=[CH:17][N:16]=2)[C:6]([CH3:13])=[N:5]1. The catalyst class is: 20.